From a dataset of Forward reaction prediction with 1.9M reactions from USPTO patents (1976-2016). Predict the product of the given reaction. (1) Given the reactants Br/[CH:2]=[CH:3]/[C:4]1[S:5][CH:6]=[CH:7][C:8]=1[CH3:9].C([Li])(C)(C)C.[CH2:15]([O:22][C:23]1[CH:24]=[C:25]2[C:30](=[CH:31][C:32]=1[O:33][CH3:34])[CH:29]=[N:28][CH2:27][CH2:26]2)[C:16]1[CH:21]=[CH:20][CH:19]=[CH:18][CH:17]=1.C[Si](Cl)(C)C, predict the reaction product. The product is: [CH2:15]([O:22][C:23]1[CH:24]=[C:25]2[C:30](=[CH:31][C:32]=1[O:33][CH3:34])[CH:29](/[CH:2]=[CH:3]/[C:4]1[S:5][CH:6]=[CH:7][C:8]=1[CH3:9])[NH:28][CH2:27][CH2:26]2)[C:16]1[CH:21]=[CH:20][CH:19]=[CH:18][CH:17]=1. (2) Given the reactants Br[C:2]1[CH:7]=[CH:6][C:5]([N:8]([C:13]2[C:32]([CH:33]3[CH2:35][CH2:34]3)=[CH:31][C:16]3[C:17]([C:27]([NH:29][CH3:30])=[O:28])=[C:18]([C:20]4[CH:25]=[CH:24][C:23]([F:26])=[CH:22][CH:21]=4)[O:19][C:15]=3[CH:14]=2)[S:9]([CH3:12])(=[O:11])=[O:10])=[CH:4][C:3]=1[CH2:36][O:37][CH2:38][O:39][CH3:40].C([O-])(=O)C.[K+].[B:46]1([B:46]2[O:50][C:49]([CH3:52])([CH3:51])[C:48]([CH3:54])([CH3:53])[O:47]2)[O:50][C:49]([CH3:52])([CH3:51])[C:48]([CH3:54])([CH3:53])[O:47]1, predict the reaction product. The product is: [CH:33]1([C:32]2[C:13]([N:8]([C:5]3[CH:6]=[CH:7][C:2]([B:46]4[O:50][C:49]([CH3:52])([CH3:51])[C:48]([CH3:54])([CH3:53])[O:47]4)=[C:3]([CH2:36][O:37][CH2:38][O:39][CH3:40])[CH:4]=3)[S:9]([CH3:12])(=[O:11])=[O:10])=[CH:14][C:15]3[O:19][C:18]([C:20]4[CH:25]=[CH:24][C:23]([F:26])=[CH:22][CH:21]=4)=[C:17]([C:27]([NH:29][CH3:30])=[O:28])[C:16]=3[CH:31]=2)[CH2:35][CH2:34]1. (3) Given the reactants [NH:1]1[C:9]2[C:4](=[CH:5][C:6]([NH:10][C:11]3[C:12]4[C:19]5[CH2:20][CH2:21][CH:22]([C:24](O)=[O:25])[CH2:23][C:18]=5[S:17][C:13]=4[N:14]=[CH:15][N:16]=3)=[CH:7][CH:8]=2)[CH:3]=[N:2]1.[NH2:27][C:28]1[CH:33]=[CH:32][CH:31]=[C:30]([CH3:34])[CH:29]=1.C(N(CC)C(C)C)(C)C.C(P1(=O)OP(CCC)(=O)OP(CCC)(=O)O1)CC.C(P(OP(CCC)=O)=O)CC, predict the reaction product. The product is: [NH:1]1[C:9]2[C:4](=[CH:5][C:6]([NH:10][C:11]3[C:12]4[C:19]5[CH2:20][CH2:21][CH:22]([C:24]([NH:27][C:28]6[CH:33]=[CH:32][CH:31]=[C:30]([CH3:34])[CH:29]=6)=[O:25])[CH2:23][C:18]=5[S:17][C:13]=4[N:14]=[CH:15][N:16]=3)=[CH:7][CH:8]=2)[CH:3]=[N:2]1. (4) The product is: [C:1]([N:4]1[C:13]2[C:8](=[CH:9][C:10]([C:14]([NH:58][CH2:57][CH2:56][CH2:55][O:54][CH3:53])=[O:15])=[CH:11][CH:12]=2)[C@H:7]([NH:17][C:18]2[CH:23]=[CH:22][CH:21]=[C:20]([CH3:24])[N:19]=2)[C@@H:6]([CH3:25])[C@@H:5]1[CH:26]1[CH2:28][CH2:27]1)(=[O:3])[CH3:2]. Given the reactants [C:1]([N:4]1[C:13]2[C:8](=[CH:9][C:10]([C:14](O)=[O:15])=[CH:11][CH:12]=2)[C@H:7]([NH:17][C:18]2[CH:23]=[CH:22][CH:21]=[C:20]([CH3:24])[N:19]=2)[C@@H:6]([CH3:25])[C@@H:5]1[CH:26]1[CH2:28][CH2:27]1)(=[O:3])[CH3:2].CN(C(ON1N=NC2C=CC=NC1=2)=[N+](C)C)C.F[P-](F)(F)(F)(F)F.[CH3:53][O:54][CH2:55][CH2:56][CH2:57][NH2:58].CCN(C(C)C)C(C)C, predict the reaction product. (5) Given the reactants [O:1]1[C:5]2=[CH:6][C:7]3[CH2:13][CH2:12][NH:11][CH2:10][CH2:9][C:8]=3[CH:14]=[C:4]2[N:3]=[CH:2]1.[Cl:15][CH2:16][CH2:17][CH2:18][S:19][C:20]1[N:21]([CH3:36])[C:22]([C:25]2[CH:34]=[CH:33][CH:32]=[C:31]3[C:26]=2[CH:27]=[CH:28][C:29]([CH3:35])=[N:30]3)=[N:23][N:24]=1, predict the reaction product. The product is: [ClH:15].[CH3:36][N:21]1[C:22]([C:25]2[CH:34]=[CH:33][CH:32]=[C:31]3[C:26]=2[CH:27]=[CH:28][C:29]([CH3:35])=[N:30]3)=[N:23][N:24]=[C:20]1[S:19][CH2:18][CH2:17][CH2:16][N:11]1[CH2:10][CH2:9][C:8]2[CH:14]=[C:4]3[N:3]=[CH:2][O:1][C:5]3=[CH:6][C:7]=2[CH2:13][CH2:12]1. (6) Given the reactants [F:1][C:2]1[CH:7]=[CH:6][C:5]([S:8]([N:11]2[C:20]3[C:15](=[CH:16][C:17]([C:21]([OH:30])([C:26]([F:29])([F:28])[F:27])[C:22]([F:25])([F:24])[F:23])=[CH:18][CH:19]=3)[CH2:14][CH2:13][C@H:12]2[CH2:31][C:32]2[O:36][C:35]([CH2:37][C:38]([OH:40])=O)=[N:34][N:33]=2)(=[O:10])=[O:9])=[CH:4][CH:3]=1.[CH3:41][NH:42][CH3:43], predict the reaction product. The product is: [F:1][C:2]1[CH:3]=[CH:4][C:5]([S:8]([N:11]2[C:20]3[C:15](=[CH:16][C:17]([C:21]([OH:30])([C:22]([F:25])([F:24])[F:23])[C:26]([F:27])([F:28])[F:29])=[CH:18][CH:19]=3)[CH2:14][CH2:13][C@H:12]2[CH2:31][C:32]2[O:36][C:35]([CH2:37][C:38]([N:42]([CH3:43])[CH3:41])=[O:40])=[N:34][N:33]=2)(=[O:9])=[O:10])=[CH:6][CH:7]=1.